From a dataset of Full USPTO retrosynthesis dataset with 1.9M reactions from patents (1976-2016). Predict the reactants needed to synthesize the given product. (1) Given the product [CH:3]1([C:7]2([OH:6])[CH2:14][CH2:13][CH2:12][CH2:11][N:10]([C:15]([O:17][CH2:18][C:19]3[CH:24]=[CH:23][CH:22]=[CH:21][CH:20]=3)=[O:16])[CH2:9][CH2:8]2)[CH2:5][CH2:4]1, predict the reactants needed to synthesize it. The reactants are: Br[Mg][CH:3]1[CH2:5][CH2:4]1.[O:6]=[C:7]1[CH2:14][CH2:13][CH2:12][CH2:11][N:10]([C:15]([O:17][CH2:18][C:19]2[CH:24]=[CH:23][CH:22]=[CH:21][CH:20]=2)=[O:16])[CH2:9][CH2:8]1.[NH4+].[Cl-]. (2) The reactants are: [NH:1]1[CH:5]=[CH:4][N:3]=[CH:2]1.[N+:6]([C:9]1[CH:16]=[CH:15][C:12]([CH2:13]Br)=[CH:11][CH:10]=1)([O-:8])=[O:7].C([O-])([O-])=O.[K+].[K+].O. Given the product [NH:1]1[CH:5]=[CH:4][N:3]=[C:2]1[CH2:13][C:12]1[CH:15]=[CH:16][C:9]([N+:6]([O-:8])=[O:7])=[CH:10][CH:11]=1, predict the reactants needed to synthesize it. (3) Given the product [C:7]([C:6]1[CH:9]=[CH:10][C:3]([CH:1]([S:21]([C:18]2[CH:19]=[CH:20][C:15]([CH3:14])=[CH:16][CH:17]=2)(=[O:23])=[O:22])[NH:13][CH:11]=[O:12])=[CH:4][CH:5]=1)#[N:8], predict the reactants needed to synthesize it. The reactants are: [CH:1]([C:3]1[CH:10]=[CH:9][C:6]([C:7]#[N:8])=[CH:5][CH:4]=1)=O.[CH:11]([NH2:13])=[O:12].[CH3:14][C:15]1[CH:20]=[CH:19][C:18]([S:21]([OH:23])=[O:22])=[CH:17][CH:16]=1.Cl[Si](C)(C)C. (4) Given the product [C:1]([NH:8][C@H:9]([C:19]([NH:21][C@H:22]([C:32]([OH:34])=[O:33])[CH2:23][CH2:24][C:25](=[O:31])[O:26][C:27]([CH3:30])([CH3:29])[CH3:28])=[O:20])[CH2:10][CH2:11][C:12](=[O:18])[O:13][C:14]([CH3:17])([CH3:16])[CH3:15])([O:3][C:4]([CH3:6])([CH3:5])[CH3:7])=[O:2], predict the reactants needed to synthesize it. The reactants are: [C:1]([NH:8][C@H:9]([C:19]([NH:21][C@H:22]([C:32]([O:34]C)=[O:33])[CH2:23][CH2:24][C:25](=[O:31])[O:26][C:27]([CH3:30])([CH3:29])[CH3:28])=[O:20])[CH2:10][CH2:11][C:12](=[O:18])[O:13][C:14]([CH3:17])([CH3:16])[CH3:15])([O:3][C:4]([CH3:7])([CH3:6])[CH3:5])=[O:2].O[Li].O. (5) Given the product [C:32]([O:71][C:68]([NH:1][C@H:4]([C:5]([N:51]1[CH2:58][CH2:57][CH2:56][C@H:52]1[C:53]([NH2:55])=[O:54])=[O:7])[C@@H:8]([CH3:9])[C:10]1[CH:15]=[CH:14][C:13]([F:16])=[CH:12][CH:11]=1)=[O:70])([CH3:31])([CH3:27])[CH3:59], predict the reactants needed to synthesize it. The reactants are: [N:1]([C@@H:4]([C@H:8]([C:10]1[CH:15]=[CH:14][C:13]([F:16])=[CH:12][CH:11]=1)[CH3:9])[C:5]([OH:7])=O)=[N+]=[N-].F[P-](F)(F)(F)(F)F.N1(OC(N(C)C)=[N+](C)C)C2N=C[CH:31]=[CH:32][C:27]=2N=N1.ON1C2N=CC=CC=2N=N1.[NH:51]1[CH2:58][CH2:57][CH2:56][C@H:52]1[C:53]([NH2:55])=[O:54].[CH3:59]CN(C(C)C)C(C)C.[C:68]([O:71]CC)(=[O:70])C.